From a dataset of Forward reaction prediction with 1.9M reactions from USPTO patents (1976-2016). Predict the product of the given reaction. (1) Given the reactants [Br:1][C:2]1[CH:3]=[C:4]([CH:16]=[CH:17][C:18]=1[F:19])[C:5]([C:7]1[CH:14]=[CH:13][CH:12]=[C:11]([F:15])[C:8]=1[C:9]#[N:10])=O.[CH3:20][C:21]([S:24]([NH2:26])=[O:25])([CH3:23])[CH3:22].CO.C(=O)(O)[O-].[Na+], predict the reaction product. The product is: [Br:1][C:2]1[CH:3]=[C:4]([C:5]([C:7]2[CH:14]=[CH:13][CH:12]=[C:11]([F:15])[C:8]=2[C:9]#[N:10])=[N:26][S:24]([C:21]([CH3:23])([CH3:22])[CH3:20])=[O:25])[CH:16]=[CH:17][C:18]=1[F:19]. (2) The product is: [NH2:1][C:2]1[C:3]([C:22]([OH:24])=[O:23])=[N:4][C:5]([C:8]2[C:13]([F:14])=[CH:12][CH:11]=[C:10]([C:15](=[O:20])[NH:16][CH:17]([CH3:19])[CH3:18])[C:9]=2[F:21])=[CH:6][CH:7]=1. Given the reactants [NH2:1][C:2]1[C:3]([C:22]([O:24]C)=[O:23])=[N:4][C:5]([C:8]2[C:13]([F:14])=[CH:12][CH:11]=[C:10]([C:15](=[O:20])[NH:16][CH:17]([CH3:19])[CH3:18])[C:9]=2[F:21])=[CH:6][CH:7]=1.[Li+].[OH-].Cl.CCOC(C)=O, predict the reaction product. (3) Given the reactants [Br:1][C:2]1[CH:3]=[C:4]2[C:9](=[CH:10][CH:11]=1)[N:8]=[CH:7][C:6]([N+:12]([O-:14])=[O:13])=[C:5]2CC1C=CC(C(C)(C)C#N)=CC=1.[NH2:27][C:28]1[CH:33]=[CH:32][C:31]([C:34]([CH3:38])([CH3:37])[C:35]#[N:36])=[CH:30][CH:29]=1, predict the reaction product. The product is: [Br:1][C:2]1[CH:3]=[C:4]2[C:9](=[CH:10][CH:11]=1)[N:8]=[CH:7][C:6]([N+:12]([O-:14])=[O:13])=[C:5]2[NH:27][C:28]1[CH:29]=[CH:30][C:31]([C:34]([CH3:38])([CH3:37])[C:35]#[N:36])=[CH:32][CH:33]=1. (4) The product is: [NH2:18][C:5]1[CH:4]=[CH:3][C:2]([C:36]2[C:37]([N:39]([CH3:44])[S:40]([CH3:43])(=[O:42])=[O:41])=[CH:38][C:28]3[O:27][C:26]([C:23]4[CH:24]=[CH:25][C:20]([F:19])=[CH:21][CH:22]=4)=[C:30]([C:31]([NH:33][CH3:34])=[O:32])[C:29]=3[CH:35]=2)=[N:7][C:6]=1[C:8]1[NH:9][C:10]2[C:15]([CH:16]=1)=[C:14]([F:17])[CH:13]=[CH:12][CH:11]=2. Given the reactants Cl[C:2]1[N:7]=[C:6]([C:8]2[NH:9][C:10]3[C:15]([CH:16]=2)=[C:14]([F:17])[CH:13]=[CH:12][CH:11]=3)[C:5]([NH2:18])=[CH:4][CH:3]=1.[F:19][C:20]1[CH:25]=[CH:24][C:23]([C:26]2[O:27][C:28]3[CH:38]=[C:37]([N:39]([CH3:44])[S:40]([CH3:43])(=[O:42])=[O:41])[C:36](B4OC(C)(C)C(C)(C)O4)=[CH:35][C:29]=3[C:30]=2[C:31]([NH:33][CH3:34])=[O:32])=[CH:22][CH:21]=1.C([O-])([O-])=O.[Cs+].[Cs+], predict the reaction product. (5) The product is: [CH3:9][O:10][C:11]1[CH:12]=[C:13](/[C:14](=[CH:7]/[C:3]2[CH:2]=[N:1][CH:6]=[CH:5][CH:4]=2)/[C:15]#[N:16])[CH:17]=[CH:18][C:19]=1[O:20][CH3:21]. Given the reactants [N:1]1[CH:6]=[CH:5][CH:4]=[C:3]([CH:7]=O)[CH:2]=1.[CH3:9][O:10][C:11]1[CH:12]=[C:13]([CH:17]=[CH:18][C:19]=1[O:20][CH3:21])[CH2:14][C:15]#[N:16], predict the reaction product. (6) Given the reactants Cl.[CH:2]([N:5]1[C:9]([C:10]2[N:19]=[C:18]3[N:12]([CH2:13][CH2:14][O:15][C:16]4[CH:23]=[C:22]([CH:24]5[CH2:29][CH2:28][NH:27][CH2:26][CH2:25]5)[CH:21]=[CH:20][C:17]=43)[CH:11]=2)=[N:8][C:7]([CH3:30])=[N:6]1)([CH3:4])[CH3:3].[CH2:31]([O:33][C:34](=[O:39])[C:35](Br)([CH3:37])[CH3:36])[CH3:32].C(=O)([O-])[O-].[Cs+].[Cs+], predict the reaction product. The product is: [CH2:31]([O:33][C:34](=[O:39])[C:35]([N:27]1[CH2:28][CH2:29][CH:24]([C:22]2[CH:21]=[CH:20][C:17]3[C:18]4[N:12]([CH2:13][CH2:14][O:15][C:16]=3[CH:23]=2)[CH:11]=[C:10]([C:9]2[N:5]([CH:2]([CH3:4])[CH3:3])[N:6]=[C:7]([CH3:30])[N:8]=2)[N:19]=4)[CH2:25][CH2:26]1)([CH3:37])[CH3:36])[CH3:32]. (7) Given the reactants Cl.ClC[CH:4](O)[C@H:5]1[O:9][C@@H:8]([N:10]2[C:19]3[N:18]=[CH:17][N:16]=[C:14]([NH2:15])[C:13]=3[N:12]=[CH:11]2)[C@H:7]([OH:20])[C@@H:6]1[OH:21].[NH2:23][C@H:24]([C:28]([OH:30])=[O:29])[CH2:25][CH2:26][SH:27].[I-].[K+], predict the reaction product. The product is: [C@@H:8]1([N:10]2[C:19]3[N:18]=[CH:17][N:16]=[C:14]([NH2:15])[C:13]=3[N:12]=[CH:11]2)[O:9][C@H:5]([CH2:4][S:27][CH2:26][CH2:25][C@@H:24]([C:28]([OH:30])=[O:29])[NH2:23])[C@@H:6]([OH:21])[C@H:7]1[OH:20]. (8) Given the reactants [Br:1][C:2]1[CH:7]=[CH:6][C:5]([CH2:8][C:9]([OH:11])=[O:10])=[CH:4][CH:3]=1.OS(O)(=O)=O.C([O-])([O-])=O.[K+].[K+].[CH2:23](O)[CH3:24], predict the reaction product. The product is: [Br:1][C:2]1[CH:3]=[CH:4][C:5]([CH2:8][C:9]([O:11][CH2:23][CH3:24])=[O:10])=[CH:6][CH:7]=1.